Task: Predict the reactants needed to synthesize the given product.. Dataset: Full USPTO retrosynthesis dataset with 1.9M reactions from patents (1976-2016) (1) Given the product [F:49][C:46]([F:47])([F:48])[C:38]1[CH:37]=[C:36]([CH:41]=[C:40]([C:42]([F:43])([F:44])[F:45])[CH:39]=1)[CH2:35][N:23]([C:24]1[N:25]=[CH:26][C:27]([C:30]2[CH:34]=[N:33][NH:32][CH:31]=2)=[CH:28][N:29]=1)[C@@H:21]1[CH2:22][N:18]([C:16]2[C:15]([Cl:52])=[CH:14][N:13]=[C:12]([N:9]3[CH2:8][CH2:7][CH:6]([C:4]([OH:5])=[O:3])[CH2:11][CH2:10]3)[N:17]=2)[C@H:19]([CH2:50][CH3:51])[CH2:20]1, predict the reactants needed to synthesize it. The reactants are: C([O:3][C:4]([CH:6]1[CH2:11][CH2:10][N:9]([C:12]2[N:17]=[C:16]([N:18]3[CH2:22][C@@H:21]([N:23]([CH2:35][C:36]4[CH:41]=[C:40]([C:42]([F:45])([F:44])[F:43])[CH:39]=[C:38]([C:46]([F:49])([F:48])[F:47])[CH:37]=4)[C:24]4[N:29]=[CH:28][C:27]([C:30]5[CH:31]=[N:32][NH:33][CH:34]=5)=[CH:26][N:25]=4)[CH2:20][C@H:19]3[CH2:50][CH3:51])[C:15]([Cl:52])=[CH:14][N:13]=2)[CH2:8][CH2:7]1)=[O:5])C.[Li+].[OH-].Cl. (2) Given the product [Cl:1][C:2]1[C:3]([N:18]2[CH2:23][CH2:22][CH:21]([C:24]([OH:26])=[O:25])[CH2:20][CH2:19]2)=[N:4][CH:5]=[C:6]([C:11]2[O:12][C:13]([CH2:16][CH3:17])=[CH:14][N:15]=2)[C:7]=1[S:8]([CH3:10])=[O:9], predict the reactants needed to synthesize it. The reactants are: [Cl:1][C:2]1[C:3]([N:18]2[CH2:23][CH2:22][CH:21]([C:24]([O:26]C)=[O:25])[CH2:20][CH2:19]2)=[N:4][CH:5]=[C:6]([C:11]2[O:12][C:13]([CH2:16][CH3:17])=[CH:14][N:15]=2)[C:7]=1[S:8]([CH3:10])=[O:9].[OH-].[Li+]. (3) Given the product [NH2:13][C:12]1[C:11]2[C:10]3[CH2:9][C:8]([CH3:15])([CH3:14])[CH2:7][CH2:6][C:5]=3[C:4]([N:16]3[CH2:17][CH2:18][O:19][CH2:20][CH2:21]3)=[N:3][C:2]=2[S:1][C:29]=1[C:30]([NH2:32])=[O:31], predict the reactants needed to synthesize it. The reactants are: [SH:1][C:2]1[N:3]=[C:4]([N:16]2[CH2:21][CH2:20][O:19][CH2:18][CH2:17]2)[C:5]2[CH2:6][CH2:7][C:8]([CH3:15])([CH3:14])[CH2:9][C:10]=2[C:11]=1[C:12]#[N:13].C(=O)([O-])[O-].[K+].[K+].Cl[CH2:29][C:30]([NH2:32])=[O:31]. (4) Given the product [CH3:3][N:4]([CH2:14][C:15]1[CH:16]=[C:17]([C:21]2[O:25][C:24]([CH:26]=[CH:27][C:28]([OH:30])=[O:29])=[CH:23][CH:22]=2)[CH:18]=[CH:19][CH:20]=1)[C:5](=[O:13])[CH2:6][CH2:7][CH2:8][CH2:9][CH2:10][CH2:11][CH3:12], predict the reactants needed to synthesize it. The reactants are: [OH-].[Na+].[CH3:3][N:4]([CH2:14][C:15]1[CH:16]=[C:17]([C:21]2[O:25][C:24]([CH:26]=[CH:27][C:28]([O-:30])=[O:29])=[CH:23][CH:22]=2)[CH:18]=[CH:19][CH:20]=1)[C:5](=[O:13])[CH2:6][CH2:7][CH2:8][CH2:9][CH2:10][CH2:11][CH3:12].O1CCCC1.CO.O. (5) Given the product [CH3:5][C:4]1([CH3:3])[C:8](=[O:9])[O:10][CH2:4][C:8](=[O:9])[O:10]1, predict the reactants needed to synthesize it. The reactants are: ClC1C=C[CH:5]=[C:4]([C:8]([O:10]O)=[O:9])[CH:3]=1. (6) Given the product [N+:22]([C:21]1[C:16]([C:2]#[C:1][C:3]2[CH:8]=[CH:7][C:6]([CH2:9][CH2:10][C:11]([O:13][CH3:14])=[O:12])=[CH:5][CH:4]=2)=[N:17][CH:18]=[CH:19][CH:20]=1)([O-:24])=[O:23], predict the reactants needed to synthesize it. The reactants are: [C:1]([C:3]1[CH:8]=[CH:7][C:6]([CH2:9][CH2:10][C:11]([O:13][CH3:14])=[O:12])=[CH:5][CH:4]=1)#[CH:2].Br[C:16]1[C:21]([N+:22]([O-:24])=[O:23])=[CH:20][CH:19]=[CH:18][N:17]=1. (7) Given the product [CH3:1][S:2]([C:5]1[CH:27]=[CH:26][C:8]([CH2:9][C@H:10]2[CH2:15][C@@H:14]([C:16]3[O:20][NH:19][C:18](=[O:21])[CH:17]=3)[CH2:13][CH2:12][NH:11]2)=[CH:7][CH:6]=1)(=[O:3])=[O:4], predict the reactants needed to synthesize it. The reactants are: [CH3:1][S:2]([C:5]1[CH:27]=[CH:26][C:8]([CH2:9][C@H:10]2[CH2:15][C@@H:14]([C:16]3[O:20][NH:19][C:18](=[O:21])[CH:17]=3)[CH2:13][CH2:12][N:11]2C(OC)=O)=[CH:7][CH:6]=1)(=[O:4])=[O:3].Br.